From a dataset of Forward reaction prediction with 1.9M reactions from USPTO patents (1976-2016). Predict the product of the given reaction. (1) Given the reactants FC(F)(F)C1C=CC(CBr)=CC=1.Br[CH2:14][C:15]1[O:16][C:17]([C:20]([F:23])([F:22])[F:21])=[CH:18][CH:19]=1.[CH3:24][C:25]1[N:26]=[C:27]([N:35]2[C:39](=[O:40])[NH:38][N:37]=[CH:36]2)[S:28][C:29]=1[C:30]([O:32][CH2:33][CH3:34])=[O:31], predict the reaction product. The product is: [CH3:24][C:25]1[N:26]=[C:27]([N:35]2[C:39](=[O:40])[N:38]([CH2:14][C:15]3[O:16][C:17]([C:20]([F:23])([F:22])[F:21])=[CH:18][CH:19]=3)[N:37]=[CH:36]2)[S:28][C:29]=1[C:30]([O:32][CH2:33][CH3:34])=[O:31]. (2) Given the reactants [CH3:1][C:2]([NH:27]C(=O)C(F)(F)F)([CH3:26])[CH2:3][C:4]1[CH:9]=[CH:8][C:7]([S:10]([C:13]2[CH:25]=[CH:24][C:16]([O:17][CH2:18][C:19]([O:21][CH2:22][CH3:23])=[O:20])=[CH:15][CH:14]=2)(=[O:12])=[O:11])=[CH:6][CH:5]=1.[OH-].[Na+], predict the reaction product. The product is: [NH2:27][C:2]([CH3:1])([CH3:26])[CH2:3][C:4]1[CH:9]=[CH:8][C:7]([S:10]([C:13]2[CH:25]=[CH:24][C:16]([O:17][CH2:18][C:19]([O:21][CH2:22][CH3:23])=[O:20])=[CH:15][CH:14]=2)(=[O:12])=[O:11])=[CH:6][CH:5]=1. (3) Given the reactants [C:1]([Si:5]([CH3:14])([CH3:13])[O:6][CH:7]1[CH2:11][CH2:10][CH:9]([OH:12])[CH2:8]1)([CH3:4])([CH3:3])[CH3:2].F[C:16]1[C:21]([I:22])=[CH:20][CH:19]=[CH:18][N:17]=1, predict the reaction product. The product is: [C:1]([Si:5]([CH3:14])([CH3:13])[O:6][CH:7]1[CH2:11][CH2:10][CH:9]([O:12][C:16]2[C:21]([I:22])=[CH:20][CH:19]=[CH:18][N:17]=2)[CH2:8]1)([CH3:4])([CH3:3])[CH3:2]. (4) Given the reactants [CH2:1]([C@H:8]([NH:23][C:24](=[O:33])[C:25]1[CH:30]=[CH:29][C:28](F)=[C:27]([Br:32])[CH:26]=1)[C@@H:9]([OH:22])[CH2:10][C@H:11]([C:13](=[O:21])[NH:14][CH2:15][CH2:16][C:17]([CH3:20])([CH3:19])[CH3:18])[CH3:12])[C:2]1[CH:7]=[CH:6][CH:5]=[CH:4][CH:3]=1.C12CC(CC1)CC2NC(=O)[C@H](C)C[C@H:45]([OH:55])[C@@H](N)CC1C=CC=CC=1.BrC1C=C(C=C(OC)C=1)C(O)=O, predict the reaction product. The product is: [CH2:1]([C@H:8]([NH:23][C:24](=[O:33])[C:25]1[CH:30]=[C:29]([O:55][CH3:45])[CH:28]=[C:27]([Br:32])[CH:26]=1)[C@@H:9]([OH:22])[CH2:10][C@H:11]([C:13](=[O:21])[NH:14][CH2:15][CH2:16][C:17]([CH3:20])([CH3:19])[CH3:18])[CH3:12])[C:2]1[CH:7]=[CH:6][CH:5]=[CH:4][CH:3]=1.